From a dataset of NCI-60 drug combinations with 297,098 pairs across 59 cell lines. Regression. Given two drug SMILES strings and cell line genomic features, predict the synergy score measuring deviation from expected non-interaction effect. (1) Drug 1: C1=CC(=CC=C1C#N)C(C2=CC=C(C=C2)C#N)N3C=NC=N3. Drug 2: CC1=C(N=C(N=C1N)C(CC(=O)N)NCC(C(=O)N)N)C(=O)NC(C(C2=CN=CN2)OC3C(C(C(C(O3)CO)O)O)OC4C(C(C(C(O4)CO)O)OC(=O)N)O)C(=O)NC(C)C(C(C)C(=O)NC(C(C)O)C(=O)NCCC5=NC(=CS5)C6=NC(=CS6)C(=O)NCCC[S+](C)C)O. Cell line: MDA-MB-435. Synergy scores: CSS=6.28, Synergy_ZIP=-4.96, Synergy_Bliss=-5.57, Synergy_Loewe=4.50, Synergy_HSA=-3.22. (2) Drug 1: CCCS(=O)(=O)NC1=C(C(=C(C=C1)F)C(=O)C2=CNC3=C2C=C(C=N3)C4=CC=C(C=C4)Cl)F. Drug 2: CC1=C(C(=O)C2=C(C1=O)N3CC4C(C3(C2COC(=O)N)OC)N4)N. Cell line: TK-10. Synergy scores: CSS=20.9, Synergy_ZIP=-1.15, Synergy_Bliss=10.5, Synergy_Loewe=8.64, Synergy_HSA=11.5. (3) Drug 1: CC1=C(C(=O)C2=C(C1=O)N3CC4C(C3(C2COC(=O)N)OC)N4)N. Drug 2: C(CN)CNCCSP(=O)(O)O. Cell line: RPMI-8226. Synergy scores: CSS=16.0, Synergy_ZIP=1.47, Synergy_Bliss=0.616, Synergy_Loewe=-25.7, Synergy_HSA=-4.99.